This data is from Reaction yield outcomes from USPTO patents with 853,638 reactions. The task is: Predict the reaction yield, written as a fraction of the theoretical maximum amount of product (1.0 means a 100% yield; for example, 0.34 means a 34% yield). (1) The reactants are [O:1]1[CH2:3][C@H:2]1[CH2:4][N:5]1[CH2:14][CH2:13][C:12]2[C:7](=[CH:8][CH:9]=[CH:10][CH:11]=2)[CH2:6]1.[NH3:15]. The catalyst is CCO. The product is [NH2:15][CH2:3][C@H:2]([OH:1])[CH2:4][N:5]1[CH2:14][CH2:13][C:12]2[C:7](=[CH:8][CH:9]=[CH:10][CH:11]=2)[CH2:6]1. The yield is 0.920. (2) The reactants are C([O-])(O)=O.[Na+].[NH:6]1[C:14]2[C:9](=[CH:10][CH:11]=[CH:12][CH:13]=2)[CH2:8][CH2:7]1.[C:15](Cl)(=[O:17])[CH3:16]. The catalyst is C(Cl)Cl. The product is [N:6]1([C:15](=[O:17])[CH3:16])[C:14]2[C:9](=[CH:10][CH:11]=[CH:12][CH:13]=2)[CH2:8][CH2:7]1. The yield is 1.00. (3) The reactants are C(N(CC)CC)C.[NH:8]1[CH2:11][CH:10]([C:12]2[CH:17]=[C:16]([Cl:18])[N:15]=[C:14]([C:19]3[CH:24]=[CH:23][CH:22]=[CH:21][C:20]=3[Cl:25])[N:13]=2)[CH2:9]1.[C:26](O[C:26]([O:28][C:29]([CH3:32])([CH3:31])[CH3:30])=[O:27])([O:28][C:29]([CH3:32])([CH3:31])[CH3:30])=[O:27]. The catalyst is C1COCC1. The product is [Cl:18][C:16]1[N:15]=[C:14]([C:19]2[CH:24]=[CH:23][CH:22]=[CH:21][C:20]=2[Cl:25])[N:13]=[C:12]([CH:10]2[CH2:9][N:8]([C:26]([O:28][C:29]([CH3:32])([CH3:31])[CH3:30])=[O:27])[CH2:11]2)[CH:17]=1. The yield is 0.870. (4) The reactants are Cl.[N:2]1([C:8]2[CH:13]=[CH:12][C:11]([NH:14][C:15]([C:17]3[N:18]=[C:19]([C:26]4[CH:31]=[CH:30][CH:29]=[CH:28][CH:27]=4)[O:20][C:21]=3[C:22]([F:25])([F:24])[F:23])=[O:16])=[CH:10][CH:9]=2)[CH2:7][CH2:6][NH:5][CH2:4][CH2:3]1.[NH:32]1[C:36]([CH2:37][C:38](O)=[O:39])=[N:35][N:34]=[N:33]1.C(N(CC)CC)C.F[P-](F)(F)(F)(F)F.N1(O[P+](N(C)C)(N(C)C)N(C)C)C2C=CC=CC=2N=N1. The catalyst is CN(C=O)C.C(Cl)Cl. The product is [NH:32]1[C:36]([CH2:37][C:38]([N:5]2[CH2:6][CH2:7][N:2]([C:8]3[CH:13]=[CH:12][C:11]([NH:14][C:15]([C:17]4[N:18]=[C:19]([C:26]5[CH:31]=[CH:30][CH:29]=[CH:28][CH:27]=5)[O:20][C:21]=4[C:22]([F:23])([F:25])[F:24])=[O:16])=[CH:10][CH:9]=3)[CH2:3][CH2:4]2)=[O:39])=[N:35][N:34]=[N:33]1. The yield is 0.420. (5) The reactants are [C:1]1([CH:7]2[CH2:10][C:9](=O)[CH2:8]2)[CH:6]=[CH:5][CH:4]=[CH:3][CH:2]=1.[NH2:12][OH:13].O. The catalyst is C(O)C.CCOC(C)=O. The product is [C:1]1([CH:7]2[CH2:10][C:9](=[N:12][OH:13])[CH2:8]2)[CH:6]=[CH:5][CH:4]=[CH:3][CH:2]=1. The yield is 0.765. (6) The reactants are [Br:1][C:2]1[CH:11]=[CH:10][C:9]2[C:4](=[CH:5][CH:6]=[C:7]([NH2:13])[C:8]=2[NH2:12])[CH:3]=1.[CH:14](O)=O. No catalyst specified. The product is [Br:1][C:2]1[CH:11]=[CH:10][C:9]2[C:8]3[N:12]=[CH:14][NH:13][C:7]=3[CH:6]=[CH:5][C:4]=2[CH:3]=1. The yield is 0.820.